This data is from Full USPTO retrosynthesis dataset with 1.9M reactions from patents (1976-2016). The task is: Predict the reactants needed to synthesize the given product. (1) Given the product [CH2:38]([C:22]1[CH:23]=[C:24]([O:27][C:28]2[CH:29]=[C:30]([CH:35]([NH:37][C:4](=[O:6])[C:3]3[CH:7]=[CH:8][C:9]([C:11]([F:14])([F:13])[F:12])=[CH:10][C:2]=3[CH3:1])[CH3:36])[CH:31]=[C:32]([CH3:34])[CH:33]=2)[CH:25]=[CH:26][C:21]=1[CH2:20][CH2:19][C:18]([OH:40])=[O:17])[CH3:39], predict the reactants needed to synthesize it. The reactants are: [CH3:1][C:2]1[CH:10]=[C:9]([C:11]([F:14])([F:13])[F:12])[CH:8]=[CH:7][C:3]=1[C:4]([OH:6])=O.C([O:17][C:18](=[O:40])[CH2:19][CH2:20][C:21]1[CH:26]=[CH:25][C:24]([O:27][C:28]2[CH:33]=[C:32]([CH3:34])[CH:31]=[C:30]([CH:35]([NH2:37])[CH3:36])[CH:29]=2)=[CH:23][C:22]=1[CH2:38][CH3:39])C. (2) Given the product [CH2:35]([CH:32]1[CH2:33][CH2:34][N:29]([CH2:28][CH2:27][CH2:26][N:19]([C:20]2[CH:21]=[CH:22][CH:23]=[CH:24][CH:25]=2)[C:17]([CH:14]2[CH2:15][CH2:16][NH:11][CH2:12][CH2:13]2)=[O:18])[CH2:30][CH2:31]1)[C:36]1[CH:41]=[CH:40][CH:39]=[CH:38][CH:37]=1, predict the reactants needed to synthesize it. The reactants are: C(OC([N:11]1[CH2:16][CH2:15][CH:14]([C:17]([N:19]([CH2:26][CH2:27][CH2:28][N:29]2[CH2:34][CH2:33][CH:32]([CH2:35][C:36]3[CH:41]=[CH:40][CH:39]=[CH:38][CH:37]=3)[CH2:31][CH2:30]2)[C:20]2[CH:25]=[CH:24][CH:23]=[CH:22][CH:21]=2)=[O:18])[CH2:13][CH2:12]1)=O)C1C=CC=CC=1.